Predict the reaction yield, written as a fraction of the theoretical maximum amount of product (1.0 means a 100% yield; for example, 0.34 means a 34% yield). From a dataset of Reaction yield outcomes from USPTO patents with 853,638 reactions. (1) The reactants are S1C=C(N)C2C=CC=CC1=2.FC1C=C(F)C=CC=1S(C)(=O)=O.C(N(CC)C(C)C)(C)C.F[C:33]1[CH:34]=[CH:35][C:36]([S:49]([CH3:52])(=[O:51])=[O:50])=[C:37]([NH:39][C:40]2[C:41]3[CH:48]=[CH:47][CH:46]=[CH:45][C:42]=3[S:43][CH:44]=2)[CH:38]=1.[NH:53]1[CH2:58][CH2:57][NH:56][CH2:55][CH2:54]1. The catalyst is CN(C)C=O.C(#N)C.O. The product is [CH3:52][S:49]([C:36]1[CH:35]=[CH:34][C:33]([N:53]2[CH2:58][CH2:57][NH:56][CH2:55][CH2:54]2)=[CH:38][C:37]=1[NH:39][C:40]1[C:41]2[CH:48]=[CH:47][CH:46]=[CH:45][C:42]=2[S:43][CH:44]=1)(=[O:51])=[O:50]. The yield is 0.160. (2) The reactants are C([N:8]1[CH2:12][CH2:11][C:10]([C:15]2[CH:20]=[CH:19][C:18]([F:21])=[C:17]([F:22])[CH:16]=2)([O:13][CH3:14])[CH2:9]1)C1C=CC=CC=1.ClCCCl.ClC(OC(Cl)C)=O. The catalyst is CO. The product is [F:22][C:17]1[CH:16]=[C:15]([C:10]2([O:13][CH3:14])[CH2:11][CH2:12][NH:8][CH2:9]2)[CH:20]=[CH:19][C:18]=1[F:21]. The yield is 0.970. (3) The reactants are [CH3:1][O:2][C:3](=[O:13])[C:4]1[CH:9]=[CH:8][C:7]([NH:10][CH2:11][CH3:12])=[N:6][CH:5]=1.[H-].[Na+].BrCC1C=CC=CC=1[CH:24]([SH:31])[C:25]1[CH:30]=[CH:29][CH:28]=[CH:27][CH:26]=1. The catalyst is CN(C=O)C. The product is [CH3:1][O:2][C:3](=[O:13])[C:4]1[CH:9]=[CH:8][C:7]([NH:10][CH2:11][CH2:12][CH2:24][C:25]2[CH:30]=[CH:29][CH:28]=[CH:27][C:26]=2[S:31][CH2:24][C:25]2[CH:26]=[CH:27][CH:28]=[CH:29][CH:30]=2)=[N:6][CH:5]=1. The yield is 0.700.